From a dataset of Reaction yield outcomes from USPTO patents with 853,638 reactions. Predict the reaction yield, written as a fraction of the theoretical maximum amount of product (1.0 means a 100% yield; for example, 0.34 means a 34% yield). (1) The reactants are C1(P(C2C=CC=CC=2)C2C=CC=CC=2)C=CC=CC=1.[C:20]([Br:24])(Br)(Br)Br.OC[C:27]#[C:28][CH2:29][N:30]1[C:34](=[O:35])[C:33]([CH3:46])([C:36]2[CH:41]=[CH:40][C:39]([O:42][CH:43]([CH3:45])[CH3:44])=[CH:38][CH:37]=2)[NH:32][C:31]1=[O:47]. The catalyst is ClCCl. The product is [Br:24][CH2:20][C:27]#[C:28][CH2:29][N:30]1[C:34](=[O:35])[C:33]([CH3:46])([C:36]2[CH:41]=[CH:40][C:39]([O:42][CH:43]([CH3:44])[CH3:45])=[CH:38][CH:37]=2)[NH:32][C:31]1=[O:47]. The yield is 0.870. (2) The reactants are [CH2:1]([O:8][C:9]([NH:11][CH:12]([C:18]([O:20][CH2:21][CH3:22])=[O:19])[C:13]([O:15][CH2:16][CH3:17])=[O:14])=[O:10])[C:2]1[CH:7]=[CH:6][CH:5]=[CH:4][CH:3]=1.C(=O)([O-])[O-].[K+].[K+].[I-].[K+].Cl[CH2:32][C:33]([O:35][CH2:36][CH3:37])=[O:34].Cl. The catalyst is CN(C=O)C. The product is [CH2:1]([O:8][C:9]([NH:11][C:12]([C:13]([O:15][CH2:16][CH3:17])=[O:14])([CH2:32][C:33]([O:35][CH2:36][CH3:37])=[O:34])[C:18]([O:20][CH2:21][CH3:22])=[O:19])=[O:10])[C:2]1[CH:3]=[CH:4][CH:5]=[CH:6][CH:7]=1. The yield is 0.860. (3) The reactants are [NH:1]1[C:5]([CH2:6][C:7]([N:9]2[C@H:13]([C:14](=[O:30])[NH:15][C:16]3[CH:21]=[CH:20][C:19]([O:22][C:23]4[CH:28]=[CH:27][C:26]([F:29])=[CH:25][CH:24]=4)=[CH:18][CH:17]=3)[CH2:12][C@@H:11]([NH:31]C(=O)OCC3C=CC=CC=3)[CH2:10]2)=[O:8])=[CH:4][N:3]=[CH:2]1. The catalyst is [Pd].CO. The product is [NH:1]1[C:5]([CH2:6][C:7]([N:9]2[CH2:10][C@H:11]([NH2:31])[CH2:12][C@H:13]2[C:14]([NH:15][C:16]2[CH:17]=[CH:18][C:19]([O:22][C:23]3[CH:24]=[CH:25][C:26]([F:29])=[CH:27][CH:28]=3)=[CH:20][CH:21]=2)=[O:30])=[O:8])=[CH:4][N:3]=[CH:2]1. The yield is 0.850. (4) The reactants are [S:1]1[C:5]([C:6](O)=[O:7])=[CH:4][CH:3]2[S:9][CH:10]=[CH:11][CH:2]12.C1C=C[C:15]2[N:20]([OH:21])N=NC=2C=1.[CH3:22]CN(C(C)C)C(C)C.CCN=C=NCCCN(C)C. The catalyst is CN(C=O)C.CCOC(C)=O. The product is [CH3:22][O:21][N:20]([CH3:15])[C:6]([C:5]1[S:1][CH:2]2[CH:11]=[CH:10][S:9][CH:3]2[CH:4]=1)=[O:7]. The yield is 0.800. (5) The yield is 0.653. The product is [I:23][C:18]1[CH:17]=[C:16]([C:15]2[NH:1][C:2]3[CH:7]=[C:6]([N:8]4[CH:12]=[C:11]([CH3:13])[N:10]=[CH:9]4)[CH:5]=[CH:4][C:3]=3[N:14]=2)[CH:21]=[CH:20][C:19]=1[CH3:22]. The catalyst is C(O)(=O)C. The reactants are [NH2:1][C:2]1[CH:7]=[C:6]([N:8]2[CH:12]=[C:11]([CH3:13])[N:10]=[CH:9]2)[CH:5]=[CH:4][C:3]=1[NH:14][C:15](=O)[C:16]1[CH:21]=[CH:20][C:19]([CH3:22])=[C:18]([I:23])[CH:17]=1. (6) The reactants are [C:1]([C:4]1[C:8]([Cl:9])=[C:7]([C:10]([OH:12])=O)[NH:6][N:5]=1)(=[O:3])[CH3:2].[NH2:13][C@@H:14]([CH3:30])[CH2:15][N:16]1[CH:20]=[CH:19][C:18]([C:21]2[CH:28]=[CH:27][C:24]([C:25]#[N:26])=[C:23]([Cl:29])[CH:22]=2)=[N:17]1. No catalyst specified. The product is [C:1]([C:4]1[C:8]([Cl:9])=[C:7]([C:10]([NH:13][C@@H:14]([CH3:30])[CH2:15][N:16]2[CH:20]=[CH:19][C:18]([C:21]3[CH:28]=[CH:27][C:24]([C:25]#[N:26])=[C:23]([Cl:29])[CH:22]=3)=[N:17]2)=[O:12])[NH:6][N:5]=1)(=[O:3])[CH3:2]. The yield is 0.308. (7) The reactants are Br[C:2]1[CH:3]=[CH:4][C:5](OCCCCCCC)=[C:6]([CH:38]=1)[C:7]([NH:9][C@@H:10]([CH2:14][C:15]1[CH:20]=[CH:19][C:18]([C:21]2[CH:26]=[CH:25][CH:24]=[CH:23][C:22]=2OC2C=CC(C(F)(F)F)=CC=2)=[CH:17][CH:16]=1)[C:11]([OH:13])=[O:12])=[O:8].[F:47][C:48]([F:60])([F:59])[O:49][C:50]1[CH:55]=[CH:54][C:53](B(O)O)=[CH:52][CH:51]=1. No catalyst specified. The product is [C:18]1([C:21]2[CH:22]=[CH:23][CH:24]=[CH:25][CH:26]=2)[CH:19]=[CH:20][C:15]([CH2:14][C@H:10]([NH:9][C:7]([C:6]2[CH:5]=[CH:4][C:3]([C:53]3[CH:52]=[CH:51][C:50]([O:49][C:48]([F:47])([F:59])[F:60])=[CH:55][CH:54]=3)=[CH:2][CH:38]=2)=[O:8])[C:11]([OH:13])=[O:12])=[CH:16][CH:17]=1. The yield is 0.850. (8) The reactants are [NH2:1][CH2:2][C:3]1[N:7]=[C:6]([C@H:8]([CH2:13][CH2:14][CH2:15][CH:16]2[CH2:21][CH2:20][CH2:19][CH2:18][CH2:17]2)[CH2:9][C:10]([OH:12])=[O:11])[O:5][N:4]=1.CCN(CC)CC.[CH3:29][C:30]([O:33][C:34](ON=C(C1C=CC=CC=1)C#N)=[O:35])([CH3:32])[CH3:31]. The catalyst is O1CCOCC1.O. The product is [C:30]([O:33][C:34]([NH:1][CH2:2][C:3]1[N:7]=[C:6]([C@H:8]([CH2:13][CH2:14][CH2:15][CH:16]2[CH2:17][CH2:18][CH2:19][CH2:20][CH2:21]2)[CH2:9][C:10]([OH:12])=[O:11])[O:5][N:4]=1)=[O:35])([CH3:32])([CH3:31])[CH3:29]. The yield is 0.550.